This data is from Reaction yield outcomes from USPTO patents with 853,638 reactions. The task is: Predict the reaction yield, written as a fraction of the theoretical maximum amount of product (1.0 means a 100% yield; for example, 0.34 means a 34% yield). The reactants are [Br:1][C:2]1[N:3]=[CH:4][C:5]2[N:6]([C:8](I)=[CH:9][N:10]=2)[CH:7]=1.[C:12]([C:14]1[CH:19]=[CH:18][C:17](B(O)O)=[CH:16][CH:15]=1)#[N:13].[O-]P([O-])([O-])=O.[K+].[K+].[K+].O. The catalyst is CN(C=O)C.C1C=CC([P]([Pd]([P](C2C=CC=CC=2)(C2C=CC=CC=2)C2C=CC=CC=2)([P](C2C=CC=CC=2)(C2C=CC=CC=2)C2C=CC=CC=2)[P](C2C=CC=CC=2)(C2C=CC=CC=2)C2C=CC=CC=2)(C2C=CC=CC=2)C2C=CC=CC=2)=CC=1. The product is [Br:1][C:2]1[N:3]=[CH:4][C:5]2[N:6]([C:8]([C:17]3[CH:18]=[CH:19][C:14]([C:12]#[N:13])=[CH:15][CH:16]=3)=[CH:9][N:10]=2)[CH:7]=1. The yield is 0.900.